From a dataset of PAMPA (Parallel Artificial Membrane Permeability Assay) permeability data from NCATS. Regression/Classification. Given a drug SMILES string, predict its absorption, distribution, metabolism, or excretion properties. Task type varies by dataset: regression for continuous measurements (e.g., permeability, clearance, half-life) or binary classification for categorical outcomes (e.g., BBB penetration, CYP inhibition). Dataset: pampa_ncats. (1) The result is 1 (high permeability). The molecule is C1=CC=C2C(=C1)C(=NC(=N2)C3=CC=NC=C3)NC4=CC(=C(C=C4)C5=CC=C(C=C5)F)F. (2) The compound is C1CN(CCC1C(=O)N)C2=NC(=CS2)C3=CC=CC=C3Cl. The result is 1 (high permeability). (3) The molecule is CC1=CC=C(C=C1)OCCN2C3=CC=CC=C3N=C2CCNC(=O)C4=CC=C(C=C4)Cl. The result is 1 (high permeability). (4) The compound is CC1=NN(C2=NC=CC(=C12)C3=CC(=C(C=C3)O)OC)C4=CC=CC(=C4)C(F)(F)F. The result is 1 (high permeability).